This data is from Full USPTO retrosynthesis dataset with 1.9M reactions from patents (1976-2016). The task is: Predict the reactants needed to synthesize the given product. (1) Given the product [CH3:1][C:2]1[N:3]([CH:17]([CH3:21])[CH2:18][S:24]([CH3:28])(=[O:26])=[O:23])[C:4]2[C:9]([CH:10]=1)=[C:8]([C:11]([F:13])([F:12])[F:14])[C:7]([C:15]#[N:16])=[CH:6][CH:5]=2, predict the reactants needed to synthesize it. The reactants are: [CH3:1][C:2]1[N:3]([CH:17]([CH3:21])[CH2:18]SC)[C:4]2[C:9]([CH:10]=1)=[C:8]([C:11]([F:14])([F:13])[F:12])[C:7]([C:15]#[N:16])=[CH:6][CH:5]=2.O[O:23][S:24]([O-:26])=O.[K+].[CH3:28]O. (2) Given the product [NH2:2][C:3]1[CH:11]=[CH:10][CH:9]=[C:5]2[C:4]=1[C:12](=[O:14])[N:16]([C@H:17]1[CH2:18][CH2:19][C:20](=[O:23])[NH:21][CH2:22]1)[C:6]2=[O:8], predict the reactants needed to synthesize it. The reactants are: Cl.[NH2:2][C:3]1[CH:11]=[CH:10][CH:9]=[C:5]([C:6]([OH:8])=O)[C:4]=1[C:12]([OH:14])=O.Cl.[NH2:16][C@@H:17]1[CH2:22][NH:21][C:20](=[O:23])[CH2:19][CH2:18]1.C(N(CC)CC)C. (3) Given the product [CH3:1][S:2]([C:5]1[CH:10]=[CH:9][C:8]([C:11]2[C:12]3[N:13]([N:21]=[C:22]([NH:24][C:26]4[CH:31]=[N:30][C:29]([N:32]5[CH2:33][CH2:34][N:35]([CH3:38])[CH2:36][CH2:37]5)=[CH:28][CH:27]=4)[N:23]=3)[CH:14]=[C:15]([C:17]([F:19])([F:20])[F:18])[CH:16]=2)=[CH:7][CH:6]=1)(=[O:3])=[O:4], predict the reactants needed to synthesize it. The reactants are: [CH3:1][S:2]([C:5]1[CH:10]=[CH:9][C:8]([C:11]2[C:12]3[N:13]([N:21]=[C:22]([NH2:24])[N:23]=3)[CH:14]=[C:15]([C:17]([F:20])([F:19])[F:18])[CH:16]=2)=[CH:7][CH:6]=1)(=[O:4])=[O:3].Br[C:26]1[CH:27]=[CH:28][C:29]([N:32]2[CH2:37][CH2:36][N:35]([CH3:38])[CH2:34][CH2:33]2)=[N:30][CH:31]=1. (4) Given the product [N+:20]([C:11]1[CH:12]=[N:13][C:14]2[C:19]([C:10]=1[NH:9][CH2:8][C:2]1([NH:1][C:25](=[O:26])[O:27][C:28]([CH3:31])([CH3:30])[CH3:29])[CH2:7][CH2:6][CH2:5][CH2:4][CH2:3]1)=[CH:18][CH:17]=[CH:16][CH:15]=2)([O-:22])=[O:21], predict the reactants needed to synthesize it. The reactants are: [NH2:1][C:2]1([CH2:8][NH:9][C:10]2[C:19]3[C:14](=[CH:15][CH:16]=[CH:17][CH:18]=3)[N:13]=[CH:12][C:11]=2[N+:20]([O-:22])=[O:21])[CH2:7][CH2:6][CH2:5][CH2:4][CH2:3]1.[OH-].[Na+].[C:25](O[C:25]([O:27][C:28]([CH3:31])([CH3:30])[CH3:29])=[O:26])([O:27][C:28]([CH3:31])([CH3:30])[CH3:29])=[O:26]. (5) Given the product [C:30]([C:25]1[CH:26]=[CH:27][CH:28]=[CH:29][C:24]=1[N:7]1[CH2:8][CH:9]([S:11]([C:14]2[CH:19]=[CH:18][CH:17]=[CH:16][C:15]=2[C:20]([F:22])([F:23])[F:21])(=[O:13])=[O:12])[CH2:10][CH:6]1[C:4]([OH:5])=[O:3])([CH3:33])([CH3:31])[CH3:32], predict the reactants needed to synthesize it. The reactants are: C([O:3][C:4]([CH:6]1[CH2:10][CH:9]([S:11]([C:14]2[CH:19]=[CH:18][CH:17]=[CH:16][C:15]=2[C:20]([F:23])([F:22])[F:21])(=[O:13])=[O:12])[CH2:8][N:7]1[C:24]1[CH:29]=[CH:28][CH:27]=[CH:26][C:25]=1[C:30]([CH3:33])([CH3:32])[CH3:31])=[O:5])C.[OH-].[Li+].